From a dataset of Full USPTO retrosynthesis dataset with 1.9M reactions from patents (1976-2016). Predict the reactants needed to synthesize the given product. (1) The reactants are: Br[C:2]1[CH:7]=[CH:6][CH:5]=[CH:4][C:3]=1[CH:8]([O:12][CH2:13][CH3:14])[O:9][CH2:10][CH3:11].C([Li])CCC.[Br:20][C:21]1[CH:28]=[CH:27][C:24]([CH:25]=[O:26])=[C:23]([F:29])[CH:22]=1. Given the product [Br:20][C:21]1[CH:28]=[CH:27][C:24]([CH:25]([C:2]2[CH:7]=[CH:6][CH:5]=[CH:4][C:3]=2[CH:8]([O:12][CH2:13][CH3:14])[O:9][CH2:10][CH3:11])[OH:26])=[C:23]([F:29])[CH:22]=1, predict the reactants needed to synthesize it. (2) The reactants are: Br[C:2]1[CH:3]=[C:4]([NH2:8])[CH:5]=[N:6][CH:7]=1.[C:9]([C:11]1[CH:16]=[CH:15][C:14](B(O)O)=[CH:13][CH:12]=1)#[N:10].C(=O)([O-])[O-].[Na+].[Na+]. Given the product [NH2:8][C:4]1[CH:3]=[C:2]([C:14]2[CH:15]=[CH:16][C:11]([C:9]#[N:10])=[CH:12][CH:13]=2)[CH:7]=[N:6][CH:5]=1, predict the reactants needed to synthesize it. (3) Given the product [O:1]1[C:2]2[CH:3]=[CH:4][CH:5]=[CH:9][C:8]=2[C:7]([CH2:32][CH2:33][CH2:34][CH2:35][NH:36][CH2:26][CH:27]2[O:41][C:31]3=[C:32]4[C:37](=[CH:38][CH:39]=[C:30]3[O:29][CH2:28]2)[N:36]=[C:35]([CH3:40])[CH:34]=[CH:33]4)=[CH:6]1, predict the reactants needed to synthesize it. The reactants are: [O:1]1[C:6]2=[CH:7][CH:8]=[CH:9][C:5]2=[CH:4][C:3](NCCCC)=[CH:2]1.BrC1C=CC(S(O[CH2:26][C@@H:27]2[O:41][C:31]3=[C:32]4[C:37](=[CH:38][CH:39]=[C:30]3[O:29][CH2:28]2)[N:36]=[C:35]([CH3:40])[CH:34]=[CH:33]4)(=O)=O)=CC=1. (4) Given the product [OH:43][N:42]([CH:34]([CH:35]=[C:36]1[CH2:37][CH2:38][S:39][CH2:40][CH2:41]1)[CH2:33][S:30]([C:27]1[CH:26]=[CH:25][C:24]([O:23][CH2:22][C:20]2[C:19]3[C:14](=[CH:15][CH:16]=[CH:17][CH:18]=3)[N:13]=[C:12]([CH3:11])[CH:21]=2)=[CH:29][CH:28]=1)(=[O:31])=[O:32])[CH:1]=[O:2], predict the reactants needed to synthesize it. The reactants are: [CH:1](O)=[O:2].C(OC(=O)C)(=O)C.[CH3:11][C:12]1[CH:21]=[C:20]([CH2:22][O:23][C:24]2[CH:29]=[CH:28][C:27]([S:30]([CH2:33][CH:34]([NH:42][OH:43])[CH:35]=[C:36]3[CH2:41][CH2:40][S:39][CH2:38][CH2:37]3)(=[O:32])=[O:31])=[CH:26][CH:25]=2)[C:19]2[C:14](=[CH:15][CH:16]=[CH:17][CH:18]=2)[N:13]=1. (5) Given the product [CH3:1][O:2][C:3](=[O:12])[C:4]1[CH:9]=[CH:8][C:7]([NH:10][C:33]([C:28]2[C:27]([C:24]3[CH:25]=[CH:26][C:21]([C:20]([F:19])([F:36])[F:37])=[CH:22][CH:23]=3)=[CH:32][CH:31]=[CH:30][CH:29]=2)=[O:34])=[C:6]([CH3:11])[CH:5]=1, predict the reactants needed to synthesize it. The reactants are: [CH3:1][O:2][C:3](=[O:12])[C:4]1[CH:9]=[CH:8][C:7]([NH2:10])=[C:6]([CH3:11])[CH:5]=1.N1C=CC=CC=1.[F:19][C:20]([F:37])([F:36])[C:21]1[CH:26]=[CH:25][C:24]([C:27]2[C:28]([C:33](Cl)=[O:34])=[CH:29][CH:30]=[CH:31][CH:32]=2)=[CH:23][CH:22]=1.N#N. (6) Given the product [CH2:1]([N:3]1[C:4]2[CH:9]=[CH:8][CH:7]=[CH:6][C:5]=2[N:10]=[C:13]1[C@H:12]([NH2:11])[CH3:14])[CH3:2], predict the reactants needed to synthesize it. The reactants are: [CH2:1]([NH:3][C:4]1[CH:9]=[CH:8][CH:7]=[CH:6][C:5]=1[NH2:10])[CH3:2].[NH2:11][C@@H:12]([C:14](O)=O)[CH3:13].Cl.[OH-].[Na+].